This data is from Forward reaction prediction with 1.9M reactions from USPTO patents (1976-2016). The task is: Predict the product of the given reaction. (1) Given the reactants C([O:3][C:4]1[CH:9]=[CH:8][C:7]([C:10]2[C:15](=[O:16])[N:14]3[CH:17]=[CH:18][S:19][C:13]3=[N:12][C:11]=2[CH3:20])=[CH:6][CH:5]=1)C.C([O-])([O-])=O.[Cs+].[Cs+].ClC[CH:29]([F:31])[F:30], predict the reaction product. The product is: [F:30][CH:29]([F:31])[O:3][C:4]1[CH:5]=[CH:6][C:7]([C:10]2[C:15](=[O:16])[N:14]3[CH:17]=[CH:18][S:19][C:13]3=[N:12][C:11]=2[CH3:20])=[CH:8][CH:9]=1. (2) Given the reactants Br[C:2]1[CH:3]=[C:4]([C:9]2[CH:21]=[CH:20][C:12]3[NH:13][C:14](=[O:19])[O:15][C:16]([CH3:18])([CH3:17])[C:11]=3[CH:10]=2)[CH:5]=[C:6]([F:8])[CH:7]=1.[CH3:22][N:23](C=O)C, predict the reaction product. The product is: [CH3:17][C:16]1([CH3:18])[O:15][C:14](=[O:19])[NH:13][C:12]2[CH:20]=[CH:21][C:9]([C:4]3[CH:3]=[C:2]([CH:7]=[C:6]([F:8])[CH:5]=3)[C:22]#[N:23])=[CH:10][C:11]1=2. (3) Given the reactants Cl[C:2]1[N:7]2[N:8]=[C:9]([CH2:11][O:12][CH3:13])[N:10]=[C:6]2[C:5]2[CH:14]=[C:15]([Cl:18])[CH:16]=[N:17][C:4]=2[N:3]=1.[CH3:19][N:20]1[CH2:25][CH2:24][NH:23][CH2:22][CH2:21]1, predict the reaction product. The product is: [Cl:18][C:15]1[CH:16]=[N:17][C:4]2[N:3]=[C:2]([N:23]3[CH2:24][CH2:25][N:20]([CH3:19])[CH2:21][CH2:22]3)[N:7]3[N:8]=[C:9]([CH2:11][O:12][CH3:13])[N:10]=[C:6]3[C:5]=2[CH:14]=1. (4) Given the reactants Cl[C:2]1[N:7]=[C:6]([C:8]([O:10]CC)=O)[CH:5]([N+:13]([O-])=O)[CH:4]([N:16]([CH2:25][C:26]([O:28]CC)=O)[C:17]2[CH:22]=[CH:21][CH:20]=[CH:19][C:18]=2[O:23][CH3:24])[N:3]=1.ClC1N=C(C(OCC)=O)C([N+]([O-])=O)=C(Cl)[N:33]=1.C[O:48][C:49]1[CH:54]=[CH:53][CH:52]=[CH:51][C:50]=1NCC(OCC)=O.C(N(C(C)C)CC)(C)C, predict the reaction product. The product is: [OH:48][C:49]1[CH:50]=[C:51]([C:2]2[N:7]=[C:6]([C:8]([NH2:33])=[O:10])[C:5]3[NH:13][C:26](=[O:28])[CH2:25][N:16]([C:17]4[CH:22]=[CH:21][CH:20]=[CH:19][C:18]=4[O:23][CH3:24])[C:4]=3[N:3]=2)[CH:52]=[CH:53][CH:54]=1.